Dataset: Experimentally validated miRNA-target interactions with 360,000+ pairs, plus equal number of negative samples. Task: Binary Classification. Given a miRNA mature sequence and a target amino acid sequence, predict their likelihood of interaction. The miRNA is hsa-miR-511-3p with sequence AAUGUGUAGCAAAAGACAGA. The protein sequence of the target gene is MQQALELALDRAEYVIESARQRPPKRKYLSSGRKSVFQKLYDLYIEECEKEPEVKKLRRNVNLLEKLVMQETLSCLVVNLYPGNEGYSLMLRGKNGSDSETIRLPYEEGELLEYLDAEELPPILVDLLEKSQVNIFHCGCVIAEIRDYRQSSNMKSPGYQSRHILLRPTMQTLICDVHSITSDNHKWTQEDKLLLESQLILATAEPLCLDPSIAVTCTANRLLYNKQKMNTRPMKRCFKRYSRSSLNRQQDLSHCPPPPQLRLLDFLQKRKERKAGQHYDLKISKAGNCVDMWKRSPCNL.... Result: 0 (no interaction).